This data is from CYP2D6 inhibition data for predicting drug metabolism from PubChem BioAssay. The task is: Regression/Classification. Given a drug SMILES string, predict its absorption, distribution, metabolism, or excretion properties. Task type varies by dataset: regression for continuous measurements (e.g., permeability, clearance, half-life) or binary classification for categorical outcomes (e.g., BBB penetration, CYP inhibition). Dataset: cyp2d6_veith. The molecule is c1cncc(-c2nc(-n3ccnc3)c3ccccc3n2)c1. The result is 0 (non-inhibitor).